The task is: Predict which catalyst facilitates the given reaction.. This data is from Catalyst prediction with 721,799 reactions and 888 catalyst types from USPTO. (1) The catalyst class is: 1. Product: [F:1][C:2]1[CH:3]=[C:4]2[C:8](=[CH:9][CH:10]=1)[N:7]([C:11]1[N:12]=[C:13]([O:23][CH2:35][CH2:34][C:33]([F:38])([F:37])[F:32])[C:14]3[C:19]([CH3:21])([CH3:20])[C:18](=[O:22])[NH:17][C:15]=3[N:16]=1)[N:6]=[C:5]2[CH2:24][C:25]1[CH:30]=[CH:29][CH:28]=[CH:27][C:26]=1[F:31]. Reactant: [F:1][C:2]1[CH:3]=[C:4]2[C:8](=[CH:9][CH:10]=1)[N:7]([C:11]1[N:12]=[C:13]([OH:23])[C:14]3[C:19]([CH3:21])([CH3:20])[C:18](=[O:22])[NH:17][C:15]=3[N:16]=1)[N:6]=[C:5]2[CH2:24][C:25]1[CH:30]=[CH:29][CH:28]=[CH:27][C:26]=1[F:31].[F:32][C:33]([F:38])([F:37])[CH2:34][CH2:35]O.C1(P(C2C=CC=CC=2)C2C=CC=CC=2)C=CC=CC=1.N(C(OC(C)C)=O)=NC(OC(C)C)=O. (2) Reactant: Cl.[NH2:2][CH:3]1[CH2:8][CH2:7][N:6]([C:9]([O:11][CH2:12][C:13]2[CH:18]=[C:17]([C:19]([F:22])([F:21])[F:20])[CH:16]=[C:15]([C:23]#[N:24])[CH:14]=2)=[O:10])[CH2:5][CH2:4]1.[NH:25]1[CH:29]=[C:28]([CH2:30][CH2:31][CH2:32][C:33](O)=[O:34])[N:27]=[N:26]1.C(N(CC)CC)C.C(P1(=O)OP(CCC)(=O)OP(CCC)(=O)O1)CC. Product: [NH:25]1[CH:29]=[C:28]([CH2:30][CH2:31][CH2:32][C:33]([NH:2][CH:3]2[CH2:4][CH2:5][N:6]([C:9]([O:11][CH2:12][C:13]3[CH:18]=[C:17]([C:19]([F:20])([F:21])[F:22])[CH:16]=[C:15]([C:23]#[N:24])[CH:14]=3)=[O:10])[CH2:7][CH2:8]2)=[O:34])[N:27]=[N:26]1. The catalyst class is: 25. (3) Reactant: [CH2:1]([N:8]1[C@@H:13]2[C@@H:14]([C:16]([O:18][C:19]([CH3:22])([CH3:21])[CH3:20])=[O:17])[CH2:15][C@@:9]1([C:24]1[CH:29]=[CH:28][CH:27]=[CH:26][CH:25]=1)[C:10](=[O:23])[CH2:11][CH2:12]2)[C:2]1[CH:7]=[CH:6][CH:5]=[CH:4][CH:3]=1.CO.[BH4-].[Na+]. Product: [CH2:1]([N:8]1[C@@H:13]2[C@@H:14]([C:16]([O:18][C:19]([CH3:22])([CH3:21])[CH3:20])=[O:17])[CH2:15][C@@:9]1([C:24]1[CH:25]=[CH:26][CH:27]=[CH:28][CH:29]=1)[C@@H:10]([OH:23])[CH2:11][CH2:12]2)[C:2]1[CH:3]=[CH:4][CH:5]=[CH:6][CH:7]=1. The catalyst class is: 1. (4) Reactant: [Br:1][C:2]1[C:3]([O:20][CH3:21])=[CH:4][C:5]([Cl:19])=[C:6]([C:8]([C:10]2[CH:15]=[CH:14][C:13]([O:16][CH2:17][CH3:18])=[CH:12][CH:11]=2)=O)[CH:7]=1.[C:22](#N)[CH3:23].C([SiH](CC)CC)C.B(F)(F)F.CCOCC. Product: [CH2:21]([O:20][C:3]1[CH:4]=[C:5]([Cl:19])[C:6]([CH2:8][C:10]2[CH:15]=[CH:14][C:13]([O:16][CH2:17][CH3:18])=[CH:12][CH:11]=2)=[CH:7][C:2]=1[Br:1])[CH:22]=[CH2:23]. The catalyst class is: 4. (5) Reactant: [Cl:1][C:2]1[N:10]([CH2:11][C:12]2[CH:17]=[CH:16][C:15](Cl)=[CH:14][CH:13]=2)[C:9]2[C:8](=[O:19])[NH:7][C:6](=[O:20])[N:5]([CH2:21][O:22][CH2:23][CH2:24][Si:25]([CH3:28])([CH3:27])[CH3:26])[C:4]=2[N:3]=1.Br[CH2:30][CH2:31][CH2:32][O:33][Si:34]([C:37]([CH3:40])([CH3:39])[CH3:38])([CH3:36])[CH3:35].C(=O)([O-])[O-].[K+].[K+]. Product: [CH2:11]([N:10]1[C:9]2[C:8](=[O:19])[N:7]([CH2:30][CH2:31][CH2:32][O:33][Si:34]([C:37]([CH3:38])([CH3:40])[CH3:39])([CH3:35])[CH3:36])[C:6](=[O:20])[N:5]([CH2:21][O:22][CH2:23][CH2:24][Si:25]([CH3:28])([CH3:27])[CH3:26])[C:4]=2[N:3]=[C:2]1[Cl:1])[C:12]1[CH:17]=[CH:16][CH:15]=[CH:14][CH:13]=1. The catalyst class is: 3.